Task: Predict the product of the given reaction.. Dataset: Forward reaction prediction with 1.9M reactions from USPTO patents (1976-2016) (1) Given the reactants [Cl:1][C:2]1[CH:34]=[C:33]([Cl:35])[CH:32]=[CH:31][C:3]=1[C:4]([N:6]([CH2:22][C:23]([N:25]1[CH2:30][CH2:29][O:28][CH2:27][CH2:26]1)=[O:24])[C:7]1[CH:11]=[C:10]([C:12]#[C:13][C:14]([CH3:17])([CH3:16])[CH3:15])[S:9][C:8]=1[C:18]([O:20]C)=[O:19])=[O:5].C1COCC1.O[Li].O.Cl, predict the reaction product. The product is: [Cl:1][C:2]1[CH:34]=[C:33]([Cl:35])[CH:32]=[CH:31][C:3]=1[C:4]([N:6]([CH2:22][C:23]([N:25]1[CH2:26][CH2:27][O:28][CH2:29][CH2:30]1)=[O:24])[C:7]1[CH:11]=[C:10]([C:12]#[C:13][C:14]([CH3:17])([CH3:16])[CH3:15])[S:9][C:8]=1[C:18]([OH:20])=[O:19])=[O:5]. (2) Given the reactants [C:1]([O:5][C:6](=[O:19])[NH:7][C@@H:8]([C@@H:16]1[CH2:18][O:17]1)[CH2:9][C:10]1[CH:15]=[CH:14][CH:13]=[CH:12][CH:11]=1)([CH3:4])([CH3:3])[CH3:2].[NH:20]1[CH:24]=[CH:23][CH:22]=[N:21]1, predict the reaction product. The product is: [C:1]([O:5][C:6](=[O:19])[NH:7][C@H:8]([CH2:9][C:10]1[CH:15]=[CH:14][CH:13]=[CH:12][CH:11]=1)[C@@H:16]([OH:17])[CH2:18][N:20]1[CH:24]=[CH:23][CH:22]=[N:21]1)([CH3:4])([CH3:3])[CH3:2]. (3) Given the reactants [OH:1][C:2]1[CH:3]=[C:4]([C:20]([NH:22][CH2:23][C:24]2[CH:29]=[CH:28][C:27]([S:30]([CH:33]([CH3:35])[CH3:34])(=[O:32])=[O:31])=[CH:26][CH:25]=2)=[O:21])[C:5](=[O:19])[N:6]([C:9]2[CH:14]=[CH:13][CH:12]=[C:11]([C:15]([F:18])([F:17])[F:16])[CH:10]=2)[C:7]=1[CH3:8].C(=O)([O-])[O-].[Cs+].[Cs+].[Br:42][C:43](Br)(C)[CH3:44], predict the reaction product. The product is: [Br:42][CH2:43][CH2:44][O:1][C:2]1[CH:3]=[C:4]([C:20]([NH:22][CH2:23][C:24]2[CH:25]=[CH:26][C:27]([S:30]([CH:33]([CH3:35])[CH3:34])(=[O:31])=[O:32])=[CH:28][CH:29]=2)=[O:21])[C:5](=[O:19])[N:6]([C:9]2[CH:14]=[CH:13][CH:12]=[C:11]([C:15]([F:16])([F:18])[F:17])[CH:10]=2)[C:7]=1[CH3:8]. (4) Given the reactants [F:1][C:2]1[C:11]([F:12])=[C:10]2[C:5]([CH2:6][CH2:7][CH2:8][O:9]2)=[CH:4][C:3]=1[O:13][CH2:14][O:15][CH3:16].[Li]CCCC.[I:22]I, predict the reaction product. The product is: [F:1][C:2]1[C:11]([F:12])=[C:10]2[C:5]([CH2:6][CH2:7][CH2:8][O:9]2)=[C:4]([I:22])[C:3]=1[O:13][CH2:14][O:15][CH3:16]. (5) Given the reactants [Br:1][C:2]1[CH:3]=[C:4]2[C:9](=[CH:10][CH:11]=1)[C:8]([CH3:12])=[C:7]([OH:13])[CH:6]=[CH:5]2.O[CH:15]([CH2:21][C:22]1[CH:27]=[CH:26][CH:25]=[CH:24][CH:23]=1)[C:16]([O:18][CH2:19][CH3:20])=[O:17].C1(P(C2C=CC=CC=2)C2C=CC=CC=2)C=CC=CC=1.N(C(OC(C)C)=O)=NC(OC(C)C)=O, predict the reaction product. The product is: [Br:1][C:2]1[CH:3]=[C:4]2[C:9](=[CH:10][CH:11]=1)[C:8]([CH3:12])=[C:7]([O:13][CH:15]([CH2:21][C:22]1[CH:23]=[CH:24][CH:25]=[CH:26][CH:27]=1)[C:16]([O:18][CH2:19][CH3:20])=[O:17])[CH:6]=[CH:5]2. (6) Given the reactants [CH:1]([C@H:3]1[CH2:7][O:6][C:5]([CH3:9])([CH3:8])[N:4]1[C:10]([O:12][C:13]([CH3:16])([CH3:15])[CH3:14])=[O:11])=O.P(=O)([O-])O[C:19](=[N+]=[N-])C(=O)C(C)C.C(=O)([O-])[O-].[K+].[K+], predict the reaction product. The product is: [C:1]([C@H:3]1[CH2:7][O:6][C:5]([CH3:9])([CH3:8])[N:4]1[C:10]([O:12][C:13]([CH3:16])([CH3:15])[CH3:14])=[O:11])#[CH:19].